The task is: Predict the reactants needed to synthesize the given product.. This data is from Full USPTO retrosynthesis dataset with 1.9M reactions from patents (1976-2016). (1) Given the product [CH3:33][C:30]1([CH3:32])[C:29]([CH3:34])([CH3:35])[O:28][B:27]([C:24]2[CH:23]=[CH:22][C:21]([O:20][CH2:19][CH2:18][O:7][CH:4]3[CH2:5][CH2:6][O:1][CH2:2][CH2:3]3)=[CH:26][CH:25]=2)[O:31]1, predict the reactants needed to synthesize it. The reactants are: [O:1]1[CH2:6][CH2:5][CH:4]([OH:7])[CH2:3][CH2:2]1.C1(S(O[CH2:18][CH2:19][O:20][C:21]2[CH:26]=[CH:25][C:24]([B:27]3[O:31][C:30]([CH3:33])([CH3:32])[C:29]([CH3:35])([CH3:34])[O:28]3)=[CH:23][CH:22]=2)(=O)=O)C=CC=CC=1. (2) Given the product [ClH:1].[ClH:1].[NH:2]1[C:6]2=[N:7][CH:8]=[CH:9][C:10]([O:11][C:12]3[CH:17]=[CH:16][C:15]([NH:18][C:38]4[N:53]=[CH:52][CH:51]=[CH:50][C:39]=4[C:40]([NH:42][C:43]4[CH:48]=[CH:47][CH:46]=[CH:45][C:44]=4[CH3:49])=[O:41])=[CH:14][C:13]=3[F:36])=[C:5]2[CH:4]=[CH:3]1, predict the reactants needed to synthesize it. The reactants are: [ClH:1].[NH:2]1[C:6]2=[N:7][CH:8]=[CH:9][C:10]([O:11][C:12]3[CH:17]=[CH:16][C:15]([NH:18]C4C(C(NC5C=CC(F)=CC=5F)=O)=CN=CC=4)=[CH:14][C:13]=3[F:36])=[C:5]2[CH:4]=[CH:3]1.F[C:38]1[N:53]=[CH:52][CH:51]=[CH:50][C:39]=1[C:40]([NH:42][C:43]1[CH:48]=[CH:47][CH:46]=[CH:45][C:44]=1[CH3:49])=[O:41].CN1C(=O)CCC1.Cl. (3) The reactants are: [CH3:1][S:2](Cl)(=[O:4])=[O:3].[C:6]([O:15][CH3:16])(=[O:14])[C:7]1[C:8](=[CH:10][CH:11]=[CH:12][CH:13]=1)[NH2:9].N1C=CC=CC=1. Given the product [CH3:1][S:2]([NH:9][C:8]1[CH:10]=[CH:11][CH:12]=[CH:13][C:7]=1[C:6]([O:15][CH3:16])=[O:14])(=[O:4])=[O:3], predict the reactants needed to synthesize it. (4) The reactants are: [Cl:1][C:2]1[CH:3]=[C:4]([CH2:9][C:10]([N:12]2[CH:21]3[CH:16]([CH2:17][CH2:18][CH2:19][CH:20]3[N:22]3[CH2:26][CH2:25][CH2:24][CH2:23]3)[NH:15][CH2:14][CH2:13]2)=[O:11])[CH:5]=[CH:6][C:7]=1[Cl:8].[CH:27](=O)[C:28]1[CH:33]=[CH:32][CH:31]=[N:30][CH:29]=1.[BH-](OC(C)=O)(OC(C)=O)OC(C)=O.[Na+].C(O)(=O)C. Given the product [Cl:1][C:2]1[CH:3]=[C:4]([CH2:9][C:10]([N:12]2[CH:21]3[CH:16]([CH2:17][CH2:18][CH2:19][CH:20]3[N:22]3[CH2:26][CH2:25][CH2:24][CH2:23]3)[N:15]([CH2:27][C:28]3[CH:29]=[N:30][CH:31]=[CH:32][CH:33]=3)[CH2:14][CH2:13]2)=[O:11])[CH:5]=[CH:6][C:7]=1[Cl:8], predict the reactants needed to synthesize it. (5) Given the product [NH2:23][CH2:22][CH2:21][N:18]1[CH2:17][CH2:16][N:15]([C:11]2[C:10]3[N:9]([N:8]=[C:7]([NH:6][C:5]4[CH:35]=[C:36]([O:38][CH3:39])[CH:37]=[C:3]([O:2][CH3:1])[CH:4]=4)[N:34]=3)[CH:14]=[CH:13][N:12]=2)[CH2:20][CH2:19]1, predict the reactants needed to synthesize it. The reactants are: [CH3:1][O:2][C:3]1[CH:4]=[C:5]([CH:35]=[C:36]([O:38][CH3:39])[CH:37]=1)[NH:6][C:7]1[N:34]=[C:10]2[C:11]([N:15]3[CH2:20][CH2:19][N:18]([CH2:21][CH2:22][N:23]4C(=O)C5C(=CC=CC=5)C4=O)[CH2:17][CH2:16]3)=[N:12][CH:13]=[CH:14][N:9]2[N:8]=1.NN. (6) Given the product [Br:28][CH2:29][CH2:30][CH2:31][N:32]1[C:14]([C:24]([OH:26])=[O:25])=[C:13]([C:10]2[CH:11]=[CH:12][C:7]([CH3:6])=[CH:8][CH:9]=2)[C:22]2[C:17](=[N:18][CH:19]=[CH:20][CH:21]=2)[C:16]1=[O:23], predict the reactants needed to synthesize it. The reactants are: C1COCC1.[CH3:6][C:7]1[CH:12]=[CH:11][C:10]([C:13]2[C:22]3[C:17](=[N:18][CH:19]=[CH:20][CH:21]=3)[C:16](=[O:23])O[C:14]=2[C:24]([OH:26])=[O:25])=[CH:9][CH:8]=1.Br.[Br:28][CH2:29][CH2:30][CH2:31][NH2:32].C(N(CC)CC)C.